This data is from Peptide-MHC class II binding affinity with 134,281 pairs from IEDB. The task is: Regression. Given a peptide amino acid sequence and an MHC pseudo amino acid sequence, predict their binding affinity value. This is MHC class II binding data. (1) The peptide sequence is PTHENHGLKTRQEKW. The MHC is H-2-IAb with pseudo-sequence H-2-IAb. The binding affinity (normalized) is 0. (2) The binding affinity (normalized) is 0.767. The peptide sequence is AFILDGDNEFPKV. The MHC is HLA-DQA10501-DQB10201 with pseudo-sequence HLA-DQA10501-DQB10201. (3) The peptide sequence is SRFFVMGEETPLLTK. The MHC is DRB1_0301 with pseudo-sequence DRB1_0301. The binding affinity (normalized) is 0.582. (4) The peptide sequence is FFILDGDNLFPKV. The MHC is DRB3_0101 with pseudo-sequence DRB3_0101. The binding affinity (normalized) is 0.819.